From a dataset of Full USPTO retrosynthesis dataset with 1.9M reactions from patents (1976-2016). Predict the reactants needed to synthesize the given product. The reactants are: [OH:1][C:2]1[CH:7]=[CH:6][C:5]([C:8]2[O:9][C:10]3[CH:16]=[CH:15][C:14]([C:17](O)=[O:18])=[CH:13][C:11]=3[CH:12]=2)=[CH:4][CH:3]=1.Cl. Given the product [OH:18][CH2:17][C:14]1[CH:15]=[CH:16][C:10]2[O:9][C:8]([C:5]3[CH:6]=[CH:7][C:2]([OH:1])=[CH:3][CH:4]=3)=[CH:12][C:11]=2[CH:13]=1, predict the reactants needed to synthesize it.